From a dataset of Full USPTO retrosynthesis dataset with 1.9M reactions from patents (1976-2016). Predict the reactants needed to synthesize the given product. (1) Given the product [Br:5][C:6]1[CH:11]=[CH:10][C:9]([CH2:12][C@H:13]([C:15]2[NH:19][C:18]3[CH:20]=[C:21]([Cl:24])[CH:22]=[CH:23][C:17]=3[N:16]=2)[NH2:14])=[CH:8][CH:7]=1, predict the reactants needed to synthesize it. The reactants are: N#N.Cl.Cl.[Br:5][C:6]1[CH:11]=[CH:10][C:9]([CH2:12][C@H:13]([C:15]2[NH:19][C:18]3[CH:20]=[C:21]([Cl:24])[CH:22]=[CH:23][C:17]=3[N:16]=2)[NH2:14])=[CH:8][CH:7]=1.[OH-].[Na+]. (2) Given the product [CH:8]1([NH:11][C:12]2[N:17]3[N:18]=[CH:19][C:20]([CH:21]=[C:5]4[S:1][C:2](=[O:7])[NH:3][C:4]4=[O:6])=[C:16]3[N:15]=[C:14]([N:23]3[CH2:28][CH2:27][N:26]([C:29]4[N:36]=[CH:35][CH:34]=[CH:33][C:30]=4[C:31]#[N:32])[CH2:25][CH2:24]3)[C:13]=2[CH3:37])[CH2:9][CH2:10]1, predict the reactants needed to synthesize it. The reactants are: [S:1]1[CH2:5][C:4](=[O:6])[NH:3][C:2]1=[O:7].[CH:8]1([NH:11][C:12]2[N:17]3[N:18]=[CH:19][C:20]([CH:21]=O)=[C:16]3[N:15]=[C:14]([N:23]3[CH2:28][CH2:27][N:26]([C:29]4[N:36]=[CH:35][CH:34]=[CH:33][C:30]=4[C:31]#[N:32])[CH2:25][CH2:24]3)[C:13]=2[CH3:37])[CH2:10][CH2:9]1.N1CCCCC1. (3) Given the product [NH2:1][C@@H:2]1[CH2:7][CH2:6][CH2:5][N:4]([C:8]2[N:9]([CH2:21][C:22]3[CH:29]=[CH:28][CH:27]=[CH:26][C:23]=3[C:24]#[N:25])[C:10](=[O:20])[C:11]([C:14]#[CH:15])=[CH:12][N:13]=2)[CH2:3]1, predict the reactants needed to synthesize it. The reactants are: [NH2:1][C@@H:2]1[CH2:7][CH2:6][CH2:5][N:4]([C:8]2[N:9]([CH2:21][C:22]3[CH:29]=[CH:28][CH:27]=[CH:26][C:23]=3[C:24]#[N:25])[C:10](=[O:20])[C:11]([C:14]#[C:15][Si](C)(C)C)=[CH:12][N:13]=2)[CH2:3]1.CCCC[N+](CCCC)(CCCC)CCCC.[F-]. (4) Given the product [CH3:2][O:3][C:4]([C@H:6]1[CH2:10][C@H:9]([OH:11])[CH2:8][N:7]1[C:19](=[O:20])[NH:18][C:21]1[CH:26]=[CH:25][C:24]([O:27][CH2:28][C:29]([F:31])([F:30])[F:32])=[CH:23][CH:22]=1)=[O:5], predict the reactants needed to synthesize it. The reactants are: Cl.[CH3:2][O:3][C:4]([C@H:6]1[CH2:10][C@H:9]([OH:11])[CH2:8][NH:7]1)=[O:5].C([O-])([O-])=O.[Na+].[Na+].[N:18]([C:21]1[CH:26]=[CH:25][C:24]([O:27][CH2:28][C:29]([F:32])([F:31])[F:30])=[CH:23][CH:22]=1)=[C:19]=[O:20]. (5) Given the product [CH2:1]([N:8]1[CH2:13][CH:12]2[CH:10]([CH:11]2[CH2:14][NH:15][C:28](=[O:29])[O:27][C:24]([CH3:26])([CH3:25])[CH3:23])[CH2:9]1)[C:2]1[CH:3]=[CH:4][CH:5]=[CH:6][CH:7]=1, predict the reactants needed to synthesize it. The reactants are: [CH2:1]([N:8]1[CH2:13][CH:12]2[CH:10]([CH:11]2[CH2:14][NH2:15])[CH2:9]1)[C:2]1[CH:7]=[CH:6][CH:5]=[CH:4][CH:3]=1.C(N(CC)CC)C.[CH3:23][C:24]([O:27][C:28](O[C:28]([O:27][C:24]([CH3:26])([CH3:25])[CH3:23])=[O:29])=[O:29])([CH3:26])[CH3:25].O.